Dataset: Full USPTO retrosynthesis dataset with 1.9M reactions from patents (1976-2016). Task: Predict the reactants needed to synthesize the given product. (1) Given the product [Cl:14][C:15]1[CH:20]=[CH:19][C:18]([NH:21][C:22](=[O:29])[CH2:23][S:24][CH2:25][C:26](=[O:27])[NH:10][C:9]2[CH:11]=[CH:12][CH:13]=[C:7]([C:4]3[CH:5]=[CH:6][N:1]=[CH:2][CH:3]=3)[CH:8]=2)=[C:17]([CH:16]=1)[C:30]([OH:32])=[O:31], predict the reactants needed to synthesize it. The reactants are: [N:1]1[CH:6]=[CH:5][C:4]([C:7]2[CH:8]=[C:9]([CH:11]=[CH:12][CH:13]=2)[NH2:10])=[CH:3][CH:2]=1.[Cl:14][C:15]1[CH:20]=[CH:19][C:18]([NH:21][C:22](=[O:29])[CH2:23][S:24][CH2:25][C:26](O)=[O:27])=[C:17]([C:30]([O:32]C)=[O:31])[CH:16]=1. (2) Given the product [CH2:7]([O:14][C:15](=[O:27])[NH:16][C@@H:17]1[CH2:25][C:24]2[C:19](=[CH:20][CH:21]=[C:22]([CH2:2][CH:3]([CH3:5])[CH3:4])[CH:23]=2)[CH2:18]1)[C:8]1[CH:13]=[CH:12][CH:11]=[CH:10][CH:9]=1.[C:15]([O:14][CH2:7][CH3:8])(=[O:27])[CH3:2].[CH3:11][CH2:10][CH2:9][CH:8]([CH3:13])[CH3:7], predict the reactants needed to synthesize it. The reactants are: [Br-].[CH2:2]([Zn+])[CH:3]([CH3:5])[CH3:4].[CH2:7]([O:14][C:15](=[O:27])[NH:16][CH:17]1[CH2:25][C:24]2[C:19](=[CH:20][CH:21]=[C:22](Br)[CH:23]=2)[CH2:18]1)[C:8]1[CH:13]=[CH:12][CH:11]=[CH:10][CH:9]=1. (3) Given the product [CH2:31]([O:32][C:33]([C:35]1[CH:16]=[C:15]([C:12]2[CH:11]=[CH:10][C:9]([CH2:8][CH:7]([C:6]([O:5][C:1]([CH3:3])([CH3:2])[CH3:4])=[O:29])[NH:17][C:18](=[O:28])[C:19]3[C:20]([CH3:27])=[CH:21][C:22]([CH3:26])=[CH:23][C:24]=3[CH3:25])=[CH:14][CH:13]=2)[O:37][N:36]=1)=[O:34])[CH3:30], predict the reactants needed to synthesize it. The reactants are: [C:1]([O:5][C:6](=[O:29])[CH:7]([NH:17][C:18](=[O:28])[C:19]1[C:24]([CH3:25])=[CH:23][C:22]([CH3:26])=[CH:21][C:20]=1[CH3:27])[CH2:8][C:9]1[CH:14]=[CH:13][C:12]([C:15]#[CH:16])=[CH:11][CH:10]=1)([CH3:4])([CH3:3])[CH3:2].[CH3:30][CH2:31][O:32][C:33](/[C:35](/Cl)=[N:36]\[OH:37])=[O:34].CCN(CC)CC.C(OCC)(=O)C. (4) Given the product [Cl:34][C:35]1[C:36]2[CH:46]=[CH:45][CH:44]=[CH:43][C:37]=2[S:38][C:39]=1[C:40]([N:18]([CH2:17][C:4]1[CH:5]=[C:6]([C:9]2[CH:10]=[CH:11][C:12]([O:15][CH3:16])=[CH:13][CH:14]=2)[CH:7]=[CH:8][C:3]=1[O:2][CH3:1])[CH:19]1[CH2:24][CH2:23][CH:22]([N:25]([CH3:33])[C:26](=[O:32])[O:27][C:28]([CH3:29])([CH3:30])[CH3:31])[CH2:21][CH2:20]1)=[O:41], predict the reactants needed to synthesize it. The reactants are: [CH3:1][O:2][C:3]1[CH:8]=[CH:7][C:6]([C:9]2[CH:14]=[CH:13][C:12]([O:15][CH3:16])=[CH:11][CH:10]=2)=[CH:5][C:4]=1[CH2:17][NH:18][CH:19]1[CH2:24][CH2:23][CH:22]([N:25]([CH3:33])[C:26](=[O:32])[O:27][C:28]([CH3:31])([CH3:30])[CH3:29])[CH2:21][CH2:20]1.[Cl:34][C:35]1[C:36]2[CH:46]=[CH:45][CH:44]=[CH:43][C:37]=2[S:38][C:39]=1[C:40](Cl)=[O:41].